Dataset: Peptide-MHC class I binding affinity with 185,985 pairs from IEDB/IMGT. Task: Regression. Given a peptide amino acid sequence and an MHC pseudo amino acid sequence, predict their binding affinity value. This is MHC class I binding data. The peptide sequence is TLELNMETL. The MHC is HLA-B08:01 with pseudo-sequence HLA-B08:01. The binding affinity (normalized) is 0.0847.